From a dataset of Catalyst prediction with 721,799 reactions and 888 catalyst types from USPTO. Predict which catalyst facilitates the given reaction. (1) Reactant: Br[C:2]1[CH:3]=[C:4]([CH:7]=[O:8])[S:5][CH:6]=1.[F:9][C:10]1[C:15](B(O)O)=[CH:14][CH:13]=[CH:12][N:11]=1.C(=O)([O-])[O-].[Na+].[Na+].COCCOC. Product: [F:9][C:10]1[C:15]([C:2]2[CH:3]=[C:4]([CH:7]=[O:8])[S:5][CH:6]=2)=[CH:14][CH:13]=[CH:12][N:11]=1. The catalyst class is: 103. (2) Reactant: [F:1][C:2]1[CH:33]=[CH:32][C:5]([CH2:6][C:7]2[C:8]3[CH2:31][S:30][CH2:29][CH2:28][C:9]=3[N:10]=[C:11]([NH:13][C:14]3[CH:19]=[CH:18][C:17]([N:20]4[CH:24]=[C:23]([CH3:25])[N:22]=[CH:21]4)=[C:16]([O:26][CH3:27])[CH:15]=3)[N:12]=2)=[CH:4][CH:3]=1.ClC1C=CC=C(C(OO)=[O:42])C=1.C([O-])(O)=O.[Na+].O. Product: [F:1][C:2]1[CH:3]=[CH:4][C:5]([CH2:6][C:7]2[C:8]3[CH2:31][S:30](=[O:42])[CH2:29][CH2:28][C:9]=3[N:10]=[C:11]([NH:13][C:14]3[CH:19]=[CH:18][C:17]([N:20]4[CH:24]=[C:23]([CH3:25])[N:22]=[CH:21]4)=[C:16]([O:26][CH3:27])[CH:15]=3)[N:12]=2)=[CH:32][CH:33]=1. The catalyst class is: 2. (3) Product: [Cl:18][C:17]1[C:12]([N:5]2[C:6]([C:8]([O:10][CH3:11])=[O:9])=[CH:7][C:3]([CH2:2][C:24]3[CH:29]=[N:28][C:27]([C:30]([F:33])([F:32])[F:31])=[CH:26][CH:25]=3)=[N:4]2)=[N:13][CH:14]=[CH:15][CH:16]=1. Reactant: Br[CH2:2][C:3]1[CH:7]=[C:6]([C:8]([O:10][CH3:11])=[O:9])[N:5]([C:12]2[C:17]([Cl:18])=[CH:16][CH:15]=[CH:14][N:13]=2)[N:4]=1.C([Sn](CCCC)(CCCC)[C:24]1[CH:25]=[CH:26][C:27]([C:30]([F:33])([F:32])[F:31])=[N:28][CH:29]=1)CCC.O1C=CC=C1P(C1OC=CC=1)C1OC=CC=1. The catalyst class is: 37. (4) Reactant: C[O:2][C:3](=O)[CH2:4][C:5]([C:7]1[CH:8]=[CH:9][C:10]2[O:16][CH2:15][CH2:14][N:13]([C:17]([O:19][C:20]([CH3:23])([CH3:22])[CH3:21])=[O:18])[CH2:12][C:11]=2[CH:24]=1)=[O:6].[CH2:26]([NH2:33])[C:27]1[CH:32]=[CH:31][CH:30]=[CH:29][CH:28]=1. Product: [O:2]=[C:3]([NH:33][CH2:26][C:27]1[CH:32]=[CH:31][CH:30]=[CH:29][CH:28]=1)[CH2:4][C:5]([C:7]1[CH:8]=[CH:9][C:10]2[O:16][CH2:15][CH2:14][N:13]([C:17]([O:19][C:20]([CH3:21])([CH3:22])[CH3:23])=[O:18])[CH2:12][C:11]=2[CH:24]=1)=[O:6]. The catalyst class is: 673. (5) Reactant: [NH:1]1[C:5]2[CH:6]=[CH:7][CH:8]=[CH:9][C:4]=2[N:3]=[C:2]1[NH:10][C:11]([C:13]1[NH:17][CH:16]=[N:15][C:14]=1[C:18]([NH:20][C:21]1[CH:26]=[CH:25][C:24]([N:27]2[CH2:32][CH2:31][NH:30][CH2:29][CH2:28]2)=[CH:23][C:22]=1[CH3:33])=[O:19])=[O:12].[C:34]1([S:40](Cl)(=[O:42])=[O:41])[CH:39]=[CH:38][CH:37]=[CH:36][CH:35]=1.CCN(C(C)C)C(C)C. Product: [NH:1]1[C:5]2[CH:6]=[CH:7][CH:8]=[CH:9][C:4]=2[N:3]=[C:2]1[NH:10][C:11]([C:13]1[NH:17][CH:16]=[N:15][C:14]=1[C:18]([NH:20][C:21]1[CH:26]=[CH:25][C:24]([N:27]2[CH2:28][CH2:29][N:30]([S:40]([C:34]3[CH:39]=[CH:38][CH:37]=[CH:36][CH:35]=3)(=[O:42])=[O:41])[CH2:31][CH2:32]2)=[CH:23][C:22]=1[CH3:33])=[O:19])=[O:12]. The catalyst class is: 4.